This data is from Reaction yield outcomes from USPTO patents with 853,638 reactions. The task is: Predict the reaction yield, written as a fraction of the theoretical maximum amount of product (1.0 means a 100% yield; for example, 0.34 means a 34% yield). (1) The reactants are C(O[C:4](=[O:20])[C:5](=[O:19])[CH2:6][C:7]1([C:10]2[CH:15]=[CH:14][CH:13]=[C:12]([Cl:16])[C:11]=2[O:17][CH3:18])[CH2:9][CH2:8]1)C.[F:21][C:22]([Si](C)(C)C)([F:24])[F:23].[F-].C([N+](CCCC)(CCCC)CCCC)CCC.O. The catalyst is O1CCCC1.C(OC)(C)(C)C.[F-].C([N+](CCCC)(CCCC)CCCC)CCC. The product is [Cl:16][C:12]1[C:11]([O:17][CH3:18])=[C:10]([C:7]2([CH2:6][C:5]([OH:19])([C:22]([F:24])([F:23])[F:21])[CH:4]=[O:20])[CH2:8][CH2:9]2)[CH:15]=[CH:14][CH:13]=1. The yield is 0.474. (2) The reactants are Br[C:2]1[C:3]([CH:16]=[O:17])=[CH:4][C:5]2[C:6]([CH3:15])([CH3:14])[CH2:7][CH2:8][C:9]([CH3:13])([CH3:12])[C:10]=2[CH:11]=1.[CH:18]([S:20]([CH3:23])(=[O:22])=[O:21])=[CH2:19].C(N(CC)CC)C.O. The catalyst is CN(C)C=O.[Pd].C1(P(C2C=CC=CC=2)C2C=CC=CC=2)C=CC=CC=1.C1(P(C2C=CC=CC=2)C2C=CC=CC=2)C=CC=CC=1.C1(P(C2C=CC=CC=2)C2C=CC=CC=2)C=CC=CC=1.C1(P(C2C=CC=CC=2)C2C=CC=CC=2)C=CC=CC=1. The product is [CH3:23][S:20]([CH:18]=[CH:19][C:2]1[C:3]([CH:16]=[O:17])=[CH:4][C:5]2[C:6]([CH3:15])([CH3:14])[CH2:7][CH2:8][C:9]([CH3:13])([CH3:12])[C:10]=2[CH:11]=1)(=[O:22])=[O:21]. The yield is 0.620.